This data is from Full USPTO retrosynthesis dataset with 1.9M reactions from patents (1976-2016). The task is: Predict the reactants needed to synthesize the given product. (1) The reactants are: Br[C:2]1[CH:7]=[C:6]([Cl:8])[C:5]([N+:9]([O-:11])=[O:10])=[CH:4][C:3]=1[CH3:12].[CH3:13][NH:14][C:15]([C:17]1[CH:22]=[CH:21][C:20](B(O)O)=[CH:19][CH:18]=1)=[O:16].C(=O)([O-])[O-].[Na+].[Na+]. Given the product [Cl:8][C:6]1[C:5]([N+:9]([O-:11])=[O:10])=[CH:4][C:3]([CH3:12])=[C:2]([C:20]2[CH:21]=[CH:22][C:17]([C:15]([NH:14][CH3:13])=[O:16])=[CH:18][CH:19]=2)[CH:7]=1, predict the reactants needed to synthesize it. (2) Given the product [F:11][C:12]1[CH:25]=[CH:24][C:15]([O:16][C:17]2[CH:22]=[CH:21][C:20]([O:23][C:2]3[C:3]4[N:10]([CH:27]5[CH2:28][N:29]([C:31](=[O:33])[CH:38]=[CH2:39])[CH2:30]5)[CH:9]=[CH:8][C:4]=4[N:5]=[CH:6][N:7]=3)=[CH:19][CH:18]=2)=[CH:14][CH:13]=1, predict the reactants needed to synthesize it. The reactants are: Cl[C:2]1[C:3]2[NH:10][CH:9]=[CH:8][C:4]=2[N:5]=[CH:6][N:7]=1.[F:11][C:12]1[CH:25]=[CH:24][C:15]([O:16][C:17]2[CH:22]=[CH:21][C:20]([OH:23])=[CH:19][CH:18]=2)=[CH:14][CH:13]=1.O[CH:27]1[CH2:30][N:29]([C:31]([O:33]C(C)(C)C)=O)[CH2:28]1.[C:38](Cl)(=O)[CH:39]=C. (3) Given the product [S:33](=[O:35])(=[O:34])([OH:37])[OH:36].[F:1][C:2]1[CH:3]=[C:4]([CH:29]=[CH:30][C:31]=1[F:32])[C:5]([N:7]=[C:8]([NH:23][C@@H:24]([CH3:28])[CH2:25][O:26][CH3:27])[NH:9][C:10]1[C:18]2[C:13](=[CH:14][C:15]([C:19]([F:20])([F:21])[F:22])=[CH:16][CH:17]=2)[NH:12][N:11]=1)=[O:6], predict the reactants needed to synthesize it. The reactants are: [F:1][C:2]1[CH:3]=[C:4]([CH:29]=[CH:30][C:31]=1[F:32])[C:5]([N:7]=[C:8]([NH:23][C@@H:24]([CH3:28])[CH2:25][O:26][CH3:27])[NH:9][C:10]1[C:18]2[C:13](=[CH:14][C:15]([C:19]([F:22])([F:21])[F:20])=[CH:16][CH:17]=2)[NH:12][N:11]=1)=[O:6].[S:33](=[O:37])(=[O:36])([OH:35])[OH:34]. (4) The reactants are: [C:1](Cl)(=[O:5])[CH:2]([CH3:4])[CH3:3].[CH3:7][NH:8][C:9]1[CH:10]=[N:11][N:12]([C:14]2[CH:15]=[N:16][CH:17]=[CH:18][CH:19]=2)[CH:13]=1. Given the product [CH3:7][N:8]([C:9]1[CH:10]=[N:11][N:12]([C:14]2[CH:15]=[N:16][CH:17]=[CH:18][CH:19]=2)[CH:13]=1)[C:1](=[O:5])[CH:2]([CH3:4])[CH3:3], predict the reactants needed to synthesize it. (5) Given the product [NH2:1][C:2]1[N:3]=[C:4]2[NH:19][N:20]=[CH:9][C:5]2=[C:6]([Cl:8])[N:7]=1, predict the reactants needed to synthesize it. The reactants are: [NH2:1][C:2]1[N:7]=[C:6]([Cl:8])[C:5]([CH:9]=O)=[C:4](Cl)[N:3]=1.C(N(CC)CC)C.[NH2:19][NH2:20].